This data is from Peptide-MHC class I binding affinity with 185,985 pairs from IEDB/IMGT. The task is: Regression. Given a peptide amino acid sequence and an MHC pseudo amino acid sequence, predict their binding affinity value. This is MHC class I binding data. (1) The peptide sequence is MHYKLDEVL. The MHC is HLA-B27:03 with pseudo-sequence HLA-B27:03. The binding affinity (normalized) is 0.0847. (2) The peptide sequence is RLATVGYPK. The MHC is HLA-B07:02 with pseudo-sequence HLA-B07:02. The binding affinity (normalized) is 0.213. (3) The peptide sequence is YLSDSDNIKI. The MHC is HLA-A02:02 with pseudo-sequence HLA-A02:02. The binding affinity (normalized) is 0.742. (4) The peptide sequence is RSSCISEADA. The MHC is Mamu-A02 with pseudo-sequence Mamu-A02. The binding affinity (normalized) is 0.265. (5) The peptide sequence is SVEVKLPDY. The MHC is HLA-A30:02 with pseudo-sequence HLA-A30:02. The binding affinity (normalized) is 0.390. (6) The peptide sequence is EKEGKISKI. The MHC is HLA-A02:03 with pseudo-sequence HLA-A02:03. The binding affinity (normalized) is 0. (7) The peptide sequence is AISDYDYYR. The MHC is HLA-A03:01 with pseudo-sequence HLA-A03:01. The binding affinity (normalized) is 0.588.